Dataset: NCI-60 drug combinations with 297,098 pairs across 59 cell lines. Task: Regression. Given two drug SMILES strings and cell line genomic features, predict the synergy score measuring deviation from expected non-interaction effect. (1) Drug 1: CCCCCOC(=O)NC1=NC(=O)N(C=C1F)C2C(C(C(O2)C)O)O. Drug 2: CC1=C(C(=CC=C1)Cl)NC(=O)C2=CN=C(S2)NC3=CC(=NC(=N3)C)N4CCN(CC4)CCO. Cell line: RXF 393. Synergy scores: CSS=6.86, Synergy_ZIP=-1.29, Synergy_Bliss=-0.111, Synergy_Loewe=1.95, Synergy_HSA=1.71. (2) Drug 1: CN(CC1=CN=C2C(=N1)C(=NC(=N2)N)N)C3=CC=C(C=C3)C(=O)NC(CCC(=O)O)C(=O)O. Drug 2: C1C(C(OC1N2C=NC3=C2NC=NCC3O)CO)O. Cell line: PC-3. Synergy scores: CSS=67.8, Synergy_ZIP=3.29, Synergy_Bliss=-0.0118, Synergy_Loewe=-24.7, Synergy_HSA=0.406.